Dataset: CYP1A2 inhibition data for predicting drug metabolism from PubChem BioAssay. Task: Regression/Classification. Given a drug SMILES string, predict its absorption, distribution, metabolism, or excretion properties. Task type varies by dataset: regression for continuous measurements (e.g., permeability, clearance, half-life) or binary classification for categorical outcomes (e.g., BBB penetration, CYP inhibition). Dataset: cyp1a2_veith. (1) The compound is CN(C)C(=O)N1CCCC(C(=O)NCCc2ccccc2)C1. The result is 0 (non-inhibitor). (2) The result is 0 (non-inhibitor). The compound is O=C(O)CS(=O)(=O)C(c1ccccc1)c1ccccc1. (3) The compound is CO[C@H]1COC(=O)C/C=C\[C@H](C)COC(=O)[C@@H](C)NC(=O)C/C=C\[C@@H]1C. The result is 0 (non-inhibitor). (4) The molecule is C/C(=N\NC(=O)c1ccc(Br)cc1)c1ccccc1. The result is 1 (inhibitor). (5) The drug is O=C(Oc1cc2oc(=O)cc(-c3ccccc3)c2cc1Cl)C1CCCCC1. The result is 1 (inhibitor). (6) The molecule is CC1CC2(CCCCC2)N2C(=O)C(=O)c3cccc1c32. The result is 1 (inhibitor). (7) The compound is COC(=O)N1CCC2(CC1)CN(c1cccc(-c3ccccc3)c1)C2. The result is 0 (non-inhibitor). (8) The compound is Cc1ccccc1-c1nc(N2CCOCC2)c2ccccc2n1. The result is 1 (inhibitor). (9) The molecule is CCc1cc[n+](-c2nc3ccccc3nc2C(=C=[N-])C#N)cc1. The result is 0 (non-inhibitor). (10) The compound is COc1ncc2ncc(=O)n(Cc3ccc(F)cc3)c2n1. The result is 1 (inhibitor).